From a dataset of Forward reaction prediction with 1.9M reactions from USPTO patents (1976-2016). Predict the product of the given reaction. (1) The product is: [Br:14][CH:1]([C:3]1[NH:12][C:11](=[O:13])[C:10]2[C:5](=[CH:6][CH:7]=[CH:8][CH:9]=2)[N:4]=1)[CH3:2]. Given the reactants [CH2:1]([C:3]1[NH:12][C:11](=[O:13])[C:10]2[C:5](=[CH:6][CH:7]=[CH:8][CH:9]=2)[N:4]=1)[CH3:2].[Br:14]Br.O, predict the reaction product. (2) Given the reactants CCCCCOC([NH:9][C:10]1[C:16](F)=[CH:15][N:14]([C@@H:18]2[O:22][C@H:21]([CH3:23])[C@@H:20]([OH:24])[C@H:19]2[OH:25])[C:12](=[O:13])[N:11]=1)=O.CN(C=O)C.C(=O)([O-])[O-].[K+].[K+], predict the reaction product. The product is: [OH:25][CH:19]1[CH:20]([OH:24])[CH:21]([CH3:23])[O:22][CH:18]1[N:14]1[CH:15]=[CH:16][C:10]([NH2:9])=[N:11][C:12]1=[O:13]. (3) The product is: [CH3:1][C:2]1[O:3][C:4]2[C:13]3[C:12](=[O:14])[C:11](=[C:16]([CH3:18])[CH3:15])[CH2:10][C:9]=3[CH:8]=[CH:7][C:5]=2[N:6]=1. Given the reactants [CH3:1][C:2]1[O:3][C:4]2[C:13]3[C:12](=[O:14])[CH2:11][CH2:10][C:9]=3[CH:8]=[CH:7][C:5]=2[N:6]=1.[CH3:15][C:16]([CH3:18])=O.IC#N, predict the reaction product. (4) Given the reactants [F:1][C:2]([F:6])([F:5])[CH2:3][OH:4].[H-].[Na+].[Br:9][C:10]1[CH:19]=[CH:18][C:13]([C:14]([O:16]C)=[O:15])=[CH:12][C:11]=1[CH2:20]Br.[OH-].[Li+].Cl, predict the reaction product. The product is: [Br:9][C:10]1[CH:19]=[CH:18][C:13]([C:14]([OH:16])=[O:15])=[CH:12][C:11]=1[CH2:20][O:4][CH2:3][C:2]([F:6])([F:5])[F:1].